This data is from Full USPTO retrosynthesis dataset with 1.9M reactions from patents (1976-2016). The task is: Predict the reactants needed to synthesize the given product. (1) Given the product [Br:1][C:2]1[N:7]=[CH:6][C:5](/[CH:8]=[CH:15]/[C:10]([O:12][CH2:13][CH3:14])=[O:11])=[CH:4][CH:3]=1, predict the reactants needed to synthesize it. The reactants are: [Br:1][C:2]1[N:7]=[CH:6][C:5]([CH:8]=O)=[CH:4][CH:3]=1.[C:10]([CH:15]=P(C1C=CC=CC=1)(C1C=CC=CC=1)C1C=CC=CC=1)([O:12][CH2:13][CH3:14])=[O:11]. (2) Given the product [OH:3][C:1]([C:4]1[C:9]2[N:10]([CH2:13][C:14]([NH:16][C:17]3[CH:22]=[C:21]([C:23]([F:26])([F:25])[F:24])[CH:20]=[C:19]([O:27][CH3:28])[CH:18]=3)=[O:15])[CH:11]=[N:12][C:8]=2[CH:7]=[CH:6][CH:5]=1)([CH3:29])[CH3:2], predict the reactants needed to synthesize it. The reactants are: [C:1]([C:4]1[C:9]2[N:10]([CH2:13][C:14]([NH:16][C:17]3[CH:22]=[C:21]([C:23]([F:26])([F:25])[F:24])[CH:20]=[C:19]([O:27][CH3:28])[CH:18]=3)=[O:15])[CH:11]=[N:12][C:8]=2[CH:7]=[CH:6][CH:5]=1)(=[O:3])[CH3:2].[CH3:29][Mg]Br. (3) Given the product [CH2:1]([O:8][N:9]1[C:14]2[N:15]=[C:16]([CH3:19])[N:17]=[CH:18][C:13]=2[C:12]([O:20][S:36]([C:35]([F:48])([F:47])[F:34])(=[O:38])=[O:37])=[C:11]([C:21]([O:23][CH2:24][CH3:25])=[O:22])[C:10]1=[O:26])[C:2]1[CH:7]=[CH:6][CH:5]=[CH:4][CH:3]=1, predict the reactants needed to synthesize it. The reactants are: [CH2:1]([O:8][N:9]1[C:14]2[N:15]=[C:16]([CH3:19])[N:17]=[CH:18][C:13]=2[C:12]([OH:20])=[C:11]([C:21]([O:23][CH2:24][CH3:25])=[O:22])[C:10]1=[O:26])[C:2]1[CH:7]=[CH:6][CH:5]=[CH:4][CH:3]=1.C(N(CC)CC)C.[F:34][C:35]([F:48])([F:47])[S:36](O[S:36]([C:35]([F:48])([F:47])[F:34])(=[O:38])=[O:37])(=[O:38])=[O:37]. (4) Given the product [C:23]([C:9]1[CH:8]=[CH:7][C:6]([O:14][CH3:15])=[C:5]2[C:10]=1[CH:11]=[CH:12][C:3]([CH2:1][CH3:2])=[N:4]2)(=[O:24])[CH3:22], predict the reactants needed to synthesize it. The reactants are: [CH2:1]([C:3]1[CH:12]=[CH:11][C:10]2[C:5](=[C:6]([O:14][CH3:15])[CH:7]=[CH:8][C:9]=2I)[N:4]=1)[CH3:2].C([Mg]Cl)(C)C.C1C[O:24][CH2:23][CH2:22]1.C(OC(=O)C)(=O)C.[Cl-].[NH4+]. (5) Given the product [C:22]([O:21][C:19](=[O:20])[CH2:18][O:14][CH:12]1[CH2:11][N:10]([C:7]2[CH:6]=[CH:5][C:4]([N+:1]([O-:3])=[O:2])=[CH:9][N:8]=2)[CH2:13]1)([CH3:25])([CH3:24])[CH3:23], predict the reactants needed to synthesize it. The reactants are: [N+:1]([C:4]1[CH:5]=[CH:6][C:7]([N:10]2[CH2:13][CH:12]([OH:14])[CH2:11]2)=[N:8][CH:9]=1)([O-:3])=[O:2].[H-].[Na+].Br[CH2:18][C:19]([O:21][C:22]([CH3:25])([CH3:24])[CH3:23])=[O:20]. (6) Given the product [CH3:24][O:23][C:20]1[CH:21]=[CH:22][C:17]([NH:1][C:2]2[S:6][C:5]3[CH:7]=[CH:8][CH:9]=[CH:10][C:4]=3[C:3]=2[C:11]([O:13][CH2:14][CH3:15])=[O:12])=[C:18]([N+:25]([O-:27])=[O:26])[CH:19]=1, predict the reactants needed to synthesize it. The reactants are: [NH2:1][C:2]1[S:6][C:5]2[CH:7]=[CH:8][CH:9]=[CH:10][C:4]=2[C:3]=1[C:11]([O:13][CH2:14][CH3:15])=[O:12].F[C:17]1[CH:22]=[CH:21][C:20]([O:23][CH3:24])=[CH:19][C:18]=1[N+:25]([O-:27])=[O:26]. (7) Given the product [F:29][C:30]([F:41])([F:40])[C:6]1[CH:5]=[C:4]([NH:7][C:8]([NH:10][C:11]2[CH:16]=[CH:15][C:14]([O:17][C:18]3[CH:23]=[C:22]([C:24]([F:27])([F:25])[F:26])[N:21]=[CH:20][N:19]=3)=[CH:13][CH:12]=2)=[O:9])[CH:3]=[CH:2][CH:1]=1, predict the reactants needed to synthesize it. The reactants are: [C:1]1(C)[CH:6]=[CH:5][C:4]([NH:7][C:8]([NH:10][C:11]2[CH:16]=[CH:15][C:14]([O:17][C:18]3[CH:23]=[C:22]([C:24]([F:27])([F:26])[F:25])[N:21]=[CH:20][N:19]=3)=[CH:13][CH:12]=2)=[O:9])=[CH:3][CH:2]=1.[F:29][C:30]([F:41])([F:40])C1C=CC=C(N=C=O)C=1. (8) Given the product [CH:18]1([CH2:19][N:20]2[C:24]([CH2:1][NH2:4])=[CH:23][C:22]([C:25]([F:26])([F:27])[F:28])=[N:21]2)[CH2:29][CH2:30]1, predict the reactants needed to synthesize it. The reactants are: [CH:1]([NH:4]C(C)C)(C)C.[Li]CCCC.COC1[CH:30]=[CH:29][C:18]([CH2:19][N:20]2[CH:24]=[CH:23][C:22]([C:25]([F:28])([F:27])[F:26])=[N:21]2)=CC=1. (9) Given the product [CH3:19][O:18][C:15]1[CH:16]=[CH:17][C:12]([CH2:9][CH2:10][CH3:11])=[CH:13][C:14]=1[C:5](=[O:6])[CH3:7], predict the reactants needed to synthesize it. The reactants are: [Al+3].[Cl-].[Cl-].[Cl-].[C:5](Cl)([CH3:7])=[O:6].[CH2:9]([C:12]1[CH:17]=[CH:16][C:15]([O:18][CH3:19])=[CH:14][CH:13]=1)[CH2:10][CH3:11].Cl.